This data is from Full USPTO retrosynthesis dataset with 1.9M reactions from patents (1976-2016). The task is: Predict the reactants needed to synthesize the given product. (1) Given the product [C:1]([C:3]1[N:8]=[CH:7][C:6]([NH:9][C:10]([CH:12]2[NH:16][CH:15]([CH2:17][C:18]([CH3:21])([CH3:20])[CH3:19])[C:14]3([C:29]4[C:24](=[CH:25][C:26]([Cl:30])=[CH:27][CH:28]=4)[NH:23][C:22]3=[O:31])[CH:13]2[C:32]2[CH:37]=[CH:36][CH:35]=[C:34]([Cl:38])[C:33]=2[F:39])=[O:11])=[CH:5][N:4]=1)(=[O:40])[NH2:2], predict the reactants needed to synthesize it. The reactants are: [C:1]([C:3]1[N:8]=[CH:7][C:6]([NH:9][C:10]([CH:12]2[NH:16][CH:15]([CH2:17][C:18]([CH3:21])([CH3:20])[CH3:19])[C:14]3([C:29]4[C:24](=[CH:25][C:26]([Cl:30])=[CH:27][CH:28]=4)[NH:23][C:22]3=[O:31])[CH:13]2[C:32]2[CH:37]=[CH:36][CH:35]=[C:34]([Cl:38])[C:33]=2[F:39])=[O:11])=[CH:5][N:4]=1)#[N:2].[OH:40]O.[OH-].[Na+]. (2) Given the product [CH3:1][C:2]1[CH:3]=[C:4]2[C:8](=[C:9]([C:11]([O:13][CH3:14])=[O:12])[CH:10]=1)[NH:7][CH:6]=[CH:5]2, predict the reactants needed to synthesize it. The reactants are: [CH3:1][C:2]1[CH:3]=[C:4]2[C:8](=[C:9]([C:11]([OH:13])=[O:12])[CH:10]=1)[NH:7][CH:6]=[CH:5]2.[C:14](=O)([O-])[O-].[K+].[K+].CI.C(O)(=O)CC(CC(O)=O)(C(O)=O)O.